From a dataset of Catalyst prediction with 721,799 reactions and 888 catalyst types from USPTO. Predict which catalyst facilitates the given reaction. Reactant: [CH3:1][O:2][C:3](=[O:6])[CH2:4][NH2:5].C(N(CC)CC)C.[Cl:14][C:15]1[CH:23]=[CH:22][CH:21]=[CH:20][C:16]=1[C:17](Cl)=[O:18].O. Product: [CH3:1][O:2][C:3](=[O:6])[CH2:4][NH:5][C:17](=[O:18])[C:16]1[CH:20]=[CH:21][CH:22]=[CH:23][C:15]=1[Cl:14]. The catalyst class is: 3.